Dataset: Merck oncology drug combination screen with 23,052 pairs across 39 cell lines. Task: Regression. Given two drug SMILES strings and cell line genomic features, predict the synergy score measuring deviation from expected non-interaction effect. Drug 1: CC1CC2C3CCC4=CC(=O)C=CC4(C)C3(F)C(O)CC2(C)C1(O)C(=O)CO. Drug 2: Cc1nc(Nc2ncc(C(=O)Nc3c(C)cccc3Cl)s2)cc(N2CCN(CCO)CC2)n1. Cell line: HT29. Synergy scores: synergy=9.24.